From a dataset of Reaction yield outcomes from USPTO patents with 853,638 reactions. Predict the reaction yield, written as a fraction of the theoretical maximum amount of product (1.0 means a 100% yield; for example, 0.34 means a 34% yield). (1) The reactants are [Br:1][C:2]1[CH:3]=[C:4]([N:12]([C@H:15]2[CH2:20][CH2:19][C@H:18]([N:21]([CH3:23])[CH3:22])[CH2:17][CH2:16]2)[CH2:13][CH3:14])[C:5]([CH3:11])=[C:6]([CH:10]=1)[C:7](O)=[O:8].[CH3:24][O:25][C:26]1[N:30]([CH3:31])[N:29]=[C:28]([CH3:32])[C:27]=1[CH2:33][NH2:34].C(N(CC)CC)C.C1CN([P+](ON2N=NC3C=CC=CC2=3)(N2CCCC2)N2CCCC2)CC1.F[P-](F)(F)(F)(F)F. The catalyst is CS(C)=O. The product is [Br:1][C:2]1[CH:3]=[C:4]([N:12]([C@H:15]2[CH2:16][CH2:17][C@H:18]([N:21]([CH3:22])[CH3:23])[CH2:19][CH2:20]2)[CH2:13][CH3:14])[C:5]([CH3:11])=[C:6]([CH:10]=1)[C:7]([NH:34][CH2:33][C:27]1[C:28]([CH3:32])=[N:29][N:30]([CH3:31])[C:26]=1[O:25][CH3:24])=[O:8]. The yield is 0.642. (2) The reactants are [C:1]([NH:11][CH2:12][CH2:13][C:14]([OH:16])=O)([O:3][CH2:4][C:5]1[CH:10]=[CH:9][CH:8]=[CH:7][CH:6]=1)=[O:2].C(N1C=CN=C1)(N1C=CN=C1)=O.C[S:30]([NH2:33])(=[O:32])=[O:31].[CH2:34]1CCN2C(=NCCC2)CC1. The catalyst is C1COCC1. The product is [CH3:34][N:11]([C:1]([O:3][CH2:4][C:5]1[CH:6]=[CH:7][CH:8]=[CH:9][CH:10]=1)=[O:2])[CH2:12][CH2:13][C:14]([S:30]([NH2:33])(=[O:32])=[O:31])=[O:16]. The yield is 0.730. (3) The reactants are [N:1]1([C:7]2[N:12]=[C:11]([N:13]3[CH:18]4[CH2:19][CH2:20][CH:14]3[CH2:15][O:16][CH2:17]4)[N:10]=[C:9]([C:21]3[CH:27]=[CH:26][C:24]([NH2:25])=[CH:23][CH:22]=3)[N:8]=2)[CH2:6][CH2:5][O:4][CH2:3][CH2:2]1.Cl[C:29](Cl)([O:31]C(=O)OC(Cl)(Cl)Cl)Cl.[CH3:40][CH2:41][N:42]([CH2:45][CH2:46][O:47][C:48]([C:50]1[CH:51]=[CH:52][C:53]([NH2:56])=[CH:54][CH:55]=1)=[O:49])[CH2:43][CH3:44].Cl. No catalyst specified. The product is [N:1]1([C:7]2[N:12]=[C:11]([N:13]3[CH:14]4[CH2:20][CH2:19][CH:18]3[CH2:17][O:16][CH2:15]4)[N:10]=[C:9]([C:21]3[CH:27]=[CH:26][C:24]([NH:25][C:29]([NH:56][C:53]4[CH:54]=[CH:55][C:50]([C:48]([O:47][CH2:46][CH2:45][N:42]([CH2:41][CH3:40])[CH2:43][CH3:44])=[O:49])=[CH:51][CH:52]=4)=[O:31])=[CH:23][CH:22]=3)[N:8]=2)[CH2:2][CH2:3][O:4][CH2:5][CH2:6]1. The yield is 0.330. (4) The reactants are [CH3:1][C:2]1[NH:11][C:10](=[O:12])[C:9]2[C:4](=[CH:5][CH:6]=[CH:7][CH:8]=2)[N:3]=1.Br[CH2:14][CH2:15][O:16][C:17]1[CH:24]=[CH:23][C:20]([CH:21]=[O:22])=[CH:19][CH:18]=1.C([O-])([O-])=O.[K+].[K+]. No catalyst specified. The product is [CH3:1][C:2]1[N:11]([CH2:14][CH2:15][O:16][C:17]2[CH:24]=[CH:23][C:20]([CH:21]=[O:22])=[CH:19][CH:18]=2)[C:10](=[O:12])[C:9]2[C:4](=[CH:5][CH:6]=[CH:7][CH:8]=2)[N:3]=1. The yield is 0.390. (5) The reactants are [O:1]([CH:8]([C:12]1[CH:17]=[CH:16][C:15]([F:18])=[CH:14][CH:13]=1)[C:9]([OH:11])=O)[C:2]1[CH:7]=[CH:6][CH:5]=[CH:4][CH:3]=1.[NH2:19][C:20]1[S:21][CH:22]=[CH:23][N:24]=1. The catalyst is C1COCC1. The product is [F:18][C:15]1[CH:16]=[CH:17][C:12]([CH:8]([O:1][C:2]2[CH:3]=[CH:4][CH:5]=[CH:6][CH:7]=2)[C:9]([NH:19][C:20]2[S:21][CH:22]=[CH:23][N:24]=2)=[O:11])=[CH:13][CH:14]=1. The yield is 0.750. (6) The reactants are [NH:1]1[C:9]2[C:4](=[CH:5][CH:6]=[CH:7][CH:8]=2)[C:3](=[N:10][OH:11])[C:2]1=[O:12].[H-].[Na+].Br[CH2:16][CH2:17][CH2:18][CH2:19][CH3:20]. The catalyst is CN(C=O)C. The product is [CH2:16]([O:11][N:10]=[C:3]1[C:4]2[C:9](=[CH:8][CH:7]=[CH:6][CH:5]=2)[N:1]([CH2:2][CH2:3][CH2:4][CH2:5][CH3:6])[C:2]1=[O:12])[CH2:17][CH2:18][CH2:19][CH3:20]. The yield is 0.300. (7) The reactants are [CH3:1][N:2]1[CH2:15][CH2:14][C:5]2[NH:6][C:7]3[CH:8]=[CH:9][C:10]([CH3:13])=[CH:11][C:12]=3[C:4]=2[CH2:3]1.[OH-].[K+].[CH:18]([C:20]1[CH:21]=[N:22][CH:23]=[N:24][CH:25]=1)=[CH2:19]. The catalyst is CN1CCCC1=O.O. The product is [CH3:1][N:2]1[CH2:15][CH2:14][C:5]2[N:6]([CH2:19][CH2:18][C:20]3[CH:21]=[N:22][CH:23]=[N:24][CH:25]=3)[C:7]3[CH:8]=[CH:9][C:10]([CH3:13])=[CH:11][C:12]=3[C:4]=2[CH2:3]1. The yield is 0.326. (8) The reactants are C(OC(=O)[C:5]([NH:16][C:17](=[O:19])[CH3:18])([C:11]([CH:13]1[CH2:15][CH2:14]1)=O)[C:6]([O:8][CH2:9][CH3:10])=[O:7])C.O. The catalyst is CS(C)=O. The product is [CH2:9]([O:8][C:6]([C:5]1[N:16]=[C:17]([CH3:18])[O:19][C:11]=1[CH:13]1[CH2:14][CH2:15]1)=[O:7])[CH3:10]. The yield is 0.340. (9) The reactants are [Br:1][C:2]1[CH:3]=[C:4]2[C:9](=[CH:10][CH:11]=1)[N:8]=[CH:7][C:6]([NH2:12])=[C:5]2[NH:13][C:14]1[CH:19]=[CH:18][CH:17]=[C:16]([C:20]([F:23])([F:22])[F:21])[CH:15]=1.C(N(CC)CC)C.Cl[C:32](OC(Cl)(Cl)Cl)=[O:33]. The catalyst is ClCCl. The product is [Br:1][C:2]1[CH:11]=[CH:10][C:9]2[N:8]=[CH:7][C:6]3[NH:12][C:32](=[O:33])[N:13]([C:14]4[CH:19]=[CH:18][CH:17]=[C:16]([C:20]([F:21])([F:23])[F:22])[CH:15]=4)[C:5]=3[C:4]=2[CH:3]=1. The yield is 0.669. (10) The reactants are C([O:3][C:4](=[O:34])[CH2:5][N:6]([S:28]([N:31]([CH3:33])[CH3:32])(=[O:30])=[O:29])[CH2:7][C:8]1[CH:13]=[CH:12][CH:11]=[C:10]([O:14][CH2:15][CH2:16][C:17]2[N:18]=[C:19]([C:22]3[CH:27]=[CH:26][CH:25]=[CH:24][CH:23]=3)[O:20][CH:21]=2)[CH:9]=1)C.O.[OH-].[Li+]. No catalyst specified. The product is [CH3:32][N:31]([S:28]([N:6]([CH2:5][C:4]([OH:34])=[O:3])[CH2:7][C:8]1[CH:13]=[CH:12][CH:11]=[C:10]([O:14][CH2:15][CH2:16][C:17]2[N:18]=[C:19]([C:22]3[CH:27]=[CH:26][CH:25]=[CH:24][CH:23]=3)[O:20][CH:21]=2)[CH:9]=1)(=[O:29])=[O:30])[CH3:33]. The yield is 0.990.